Dataset: Reaction yield outcomes from USPTO patents with 853,638 reactions. Task: Predict the reaction yield, written as a fraction of the theoretical maximum amount of product (1.0 means a 100% yield; for example, 0.34 means a 34% yield). The reactants are [Cl:1][C:2]1[C:7]([C:8](Cl)=[O:9])=[C:6]([Cl:11])[N:5]=[CH:4][N:3]=1.[NH3:12].CCOC(C)=O. The catalyst is C1COCC1. The product is [Cl:1][C:2]1[C:7]([C:8]([NH2:12])=[O:9])=[C:6]([Cl:11])[N:5]=[CH:4][N:3]=1. The yield is 0.690.